From a dataset of Full USPTO retrosynthesis dataset with 1.9M reactions from patents (1976-2016). Predict the reactants needed to synthesize the given product. (1) Given the product [OH:10][CH2:9][C:6]1[CH:7]=[CH:8][C:3]([C:1]#[C:2][C:19]2[CH:20]=[CH:21][C:16]([C:15]([O:14][CH2:12][CH3:13])=[O:23])=[CH:17][CH:18]=2)=[CH:4][C:5]=1[CH3:11], predict the reactants needed to synthesize it. The reactants are: [C:1]([C:3]1[CH:8]=[CH:7][C:6]([CH2:9][OH:10])=[C:5]([CH3:11])[CH:4]=1)#[CH:2].[CH2:12]([O:14][C:15](=[O:23])[C:16]1[CH:21]=[CH:20][C:19](I)=[CH:18][CH:17]=1)[CH3:13]. (2) Given the product [O:17]1[CH2:18][CH:19]=[C:20]([C:2]2[N:7]=[CH:6][C:5]([C:8]3[CH:9]=[N:10][CH:11]=[C:12]([O:14][CH3:15])[CH:13]=3)=[C:4]([NH2:16])[CH:3]=2)[CH2:21][CH2:22]1, predict the reactants needed to synthesize it. The reactants are: Cl[C:2]1[N:7]=[CH:6][C:5]([C:8]2[CH:9]=[N:10][CH:11]=[C:12]([O:14][CH3:15])[CH:13]=2)=[C:4]([NH2:16])[CH:3]=1.[O:17]1[CH2:22][CH:21]=[C:20](B2OC(C)(C)C(C)(C)O2)[CH2:19][CH2:18]1.C1(P(C2CCCCC2)C2(OC)CC=CC(OC)=C2C2C=CC=CC=2)CCCCC1.COC1C=CC=C(OC)C=1C1C=CC=CC=1P(C1CCCCC1)C1CCCCC1.[O-]P([O-])([O-])=O.[K+].[K+].[K+]. (3) Given the product [C:11]([O:15][C:16]([N:18]1[CH2:22][CH2:21][C@@H:20]([CH:23]=[CH2:1])[CH2:19]1)=[O:17])([CH3:14])([CH3:13])[CH3:12], predict the reactants needed to synthesize it. The reactants are: [CH3:1][Si]([N-][Si](C)(C)C)(C)C.[Na+].[C:11]([O:15][C:16]([N:18]1[CH2:22][CH2:21][C@@H:20]([CH:23]=O)[CH2:19]1)=[O:17])([CH3:14])([CH3:13])[CH3:12]. (4) Given the product [C:1]([O:5][C:6]([N:8]1[CH2:13][CH2:12][CH:11]([N:14]([C:15]2[CH:20]=[CH:19][C:18]([Br:21])=[CH:17][CH:16]=2)[CH2:23][C:24]2[CH:25]=[C:26]([C:30]3[CH:35]=[C:34]([O:36][CH3:37])[C:33]([O:38][CH3:39])=[C:32]([O:40][CH3:41])[CH:31]=3)[CH:27]=[N:28][CH:29]=2)[CH2:10][CH2:9]1)=[O:7])([CH3:4])([CH3:2])[CH3:3], predict the reactants needed to synthesize it. The reactants are: [C:1]([O:5][C:6]([N:8]1[CH2:13][CH2:12][CH:11]([NH:14][C:15]2[CH:20]=[CH:19][C:18]([Br:21])=[CH:17][CH:16]=2)[CH2:10][CH2:9]1)=[O:7])([CH3:4])([CH3:3])[CH3:2].Cl[CH2:23][C:24]1[CH:25]=[C:26]([C:30]2[CH:35]=[C:34]([O:36][CH3:37])[C:33]([O:38][CH3:39])=[C:32]([O:40][CH3:41])[CH:31]=2)[CH:27]=[N:28][CH:29]=1. (5) Given the product [CH3:1][S:2]([NH:5][C:6]1[CH:11]=[CH:10][C:9]([C:12]2[C:13]([C:18]([NH:20][C:21]3[CH:26]=[CH:25][C:24]([NH:27][CH2:28][CH2:29][C:30]4[CH:35]=[CH:34][CH:33]=[CH:32][N:31]=4)=[CH:23][CH:22]=3)=[O:19])=[CH:14][CH:15]=[CH:16][CH:17]=2)=[CH:8][CH:7]=1)(=[O:3])=[O:4], predict the reactants needed to synthesize it. The reactants are: [CH3:1][S:2]([N:5](S(C)(=O)=O)[C:6]1[CH:11]=[CH:10][C:9]([C:12]2[C:13]([C:18]([NH:20][C:21]3[CH:26]=[CH:25][C:24]([NH:27][CH2:28][CH2:29][C:30]4[CH:35]=[CH:34][CH:33]=[CH:32][N:31]=4)=[CH:23][CH:22]=3)=[O:19])=[CH:14][CH:15]=[CH:16][CH:17]=2)=[CH:8][CH:7]=1)(=[O:4])=[O:3].CO.[OH-].[Na+]. (6) Given the product [ClH:29].[Cl:29][C:12]1[CH:13]=[CH:14][C:15]2[CH2:16][CH2:17][NH:18][CH2:19][CH2:20][C:21]=2[C:11]=1[S:10][CH2:9][C:8]1[CH:30]=[CH:31][C:5]([O:4][CH:1]2[CH2:2][CH2:37][CH2:38][CH2:32][CH2:33][CH2:34]2)=[CH:6][CH:7]=1, predict the reactants needed to synthesize it. The reactants are: [C:1]([O:4][C:5]1[CH:31]=[CH:30][C:8]([CH2:9][S:10][C:11]2[C:21]3[CH2:20][CH2:19][N:18](C(OC(C)(C)C)=O)[CH2:17][CH2:16][C:15]=3[CH:14]=[CH:13][C:12]=2[Cl:29])=[CH:7][CH:6]=1)(=O)[CH3:2].[CH:32]1(O)[CH2:38][CH2:37]CC[CH2:34][CH2:33]1. (7) Given the product [CH3:17][NH:18][C:2]1[C:11]([CH:12]=[O:13])=[CH:10][C:9]2[CH:8]=[C:7]3[O:14][CH2:15][O:16][C:6]3=[CH:5][C:4]=2[N:3]=1, predict the reactants needed to synthesize it. The reactants are: Cl[C:2]1[C:11]([CH:12]=[O:13])=[CH:10][C:9]2[CH:8]=[C:7]3[O:14][CH2:15][O:16][C:6]3=[CH:5][C:4]=2[N:3]=1.[CH3:17][NH2:18]. (8) Given the product [N:39]1([CH2:38][CH2:37][NH:36][C:30](=[O:31])[CH:29]([C:26]2[CH:27]=[CH:28][C:23]([C:21]3[CH:20]=[N:19][N:18]4[C:14]([C:10]5[CH:11]=[CH:12][CH:13]=[C:8]([NH:7][C:5]([NH:4][CH2:3][C:2]([F:35])([F:34])[F:1])=[O:6])[CH:9]=5)=[CH:15][N:16]=[C:17]4[CH:22]=3)=[CH:24][CH:25]=2)[CH3:33])[CH2:44][CH2:43][O:42][CH2:41][CH2:40]1, predict the reactants needed to synthesize it. The reactants are: [F:1][C:2]([F:35])([F:34])[CH2:3][NH:4][C:5]([NH:7][C:8]1[CH:9]=[C:10]([C:14]2[N:18]3[N:19]=[CH:20][C:21]([C:23]4[CH:28]=[CH:27][C:26]([CH:29]([CH3:33])[C:30](O)=[O:31])=[CH:25][CH:24]=4)=[CH:22][C:17]3=[N:16][CH:15]=2)[CH:11]=[CH:12][CH:13]=1)=[O:6].[NH2:36][CH2:37][CH2:38][N:39]1[CH2:44][CH2:43][O:42][CH2:41][CH2:40]1. (9) Given the product [NH:5]1[C:13]2[C:8](=[C:9]([N:14]3[CH2:19][CH2:18][N:17]([CH2:20][CH:22]4[CH2:31][CH2:30][C:29]5[C:24](=[CH:25][CH:26]=[CH:27][CH:28]=5)[NH:23]4)[CH2:16][CH2:15]3)[CH:10]=[CH:11][CH:12]=2)[CH:7]=[CH:6]1, predict the reactants needed to synthesize it. The reactants are: B.CSC.[NH:5]1[C:13]2[C:8](=[C:9]([N:14]3[CH2:19][CH2:18][N:17]([C:20]([CH:22]4[CH2:31][CH2:30][C:29]5[C:24](=[CH:25][CH:26]=[CH:27][CH:28]=5)[NH:23]4)=O)[CH2:16][CH2:15]3)[CH:10]=[CH:11][CH:12]=2)[CH:7]=[CH:6]1.